From a dataset of Catalyst prediction with 721,799 reactions and 888 catalyst types from USPTO. Predict which catalyst facilitates the given reaction. (1) Reactant: [CH:1]1([CH2:4][O:5][C:6]2[CH:7]=[CH:8][C:9]([NH2:12])=[N:10][CH:11]=2)[CH2:3][CH2:2]1.Br[CH2:14][C:15]([C:17]1[CH:22]=[CH:21][C:20]([OH:23])=[CH:19][CH:18]=1)=O. Product: [CH:1]1([CH2:4][O:5][C:6]2[CH:7]=[CH:8][C:9]3[N:10]([CH:14]=[C:15]([C:17]4[CH:22]=[CH:21][C:20]([OH:23])=[CH:19][CH:18]=4)[N:12]=3)[CH:11]=2)[CH2:2][CH2:3]1. The catalyst class is: 8. (2) Reactant: [F:1][C:2]1[CH:10]=[C:9]2[C:5]([C:6]([C:20]3[CH:21]=[N:22][NH:23][CH:24]=3)=[CH:7][N:8]2[S:11]([C:14]2[CH:19]=[CH:18][CH:17]=[CH:16][CH:15]=2)(=[O:13])=[O:12])=[CH:4][CH:3]=1.C([O-])([O-])=O.[K+].[K+].Br[CH2:32][C:33]([NH2:35])=[O:34]. Product: [F:1][C:2]1[CH:10]=[C:9]2[C:5]([C:6]([C:20]3[CH:24]=[N:23][N:22]([CH2:32][C:33]([NH2:35])=[O:34])[CH:21]=3)=[CH:7][N:8]2[S:11]([C:14]2[CH:15]=[CH:16][CH:17]=[CH:18][CH:19]=2)(=[O:12])=[O:13])=[CH:4][CH:3]=1. The catalyst class is: 23. (3) Product: [CH2:1]([O:8][C:9](=[O:29])[C@@H:10]([NH:21][C:22]([O:24][C:25]([CH3:26])([CH3:28])[CH3:27])=[O:23])[CH2:11][C:12]1[N:16]([CH2:38][C:37]2[CH:40]=[CH:41][C:34]([C:30]([CH3:33])([CH3:32])[CH3:31])=[CH:35][CH:36]=2)[C:15]2[CH:17]=[CH:18][CH:19]=[CH:20][C:14]=2[N:13]=1)[C:2]1[CH:7]=[CH:6][CH:5]=[CH:4][CH:3]=1. The catalyst class is: 3. Reactant: [CH2:1]([O:8][C:9](=[O:29])[C@@H:10]([NH:21][C:22]([O:24][C:25]([CH3:28])([CH3:27])[CH3:26])=[O:23])[CH2:11][C:12]1[NH:16][C:15]2[CH:17]=[CH:18][CH:19]=[CH:20][C:14]=2[N:13]=1)[C:2]1[CH:7]=[CH:6][CH:5]=[CH:4][CH:3]=1.[C:30]([C:34]1[CH:41]=[CH:40][C:37]([CH2:38]Br)=[CH:36][CH:35]=1)([CH3:33])([CH3:32])[CH3:31].C(=O)([O-])[O-].[Cs+].[Cs+]. (4) Reactant: CN(C)C=O.[C:6]([Cl:11])(=O)[C:7](Cl)=O.[Br:12][C:13]1[C:17]2[N:18]=[CH:19][NH:20]C(=O)C=2[S:15][CH:14]=1.O. Product: [Br:12][C:13]1[C:17]2[N:18]=[CH:19][N:20]=[C:6]([Cl:11])[C:7]=2[S:15][CH:14]=1. The catalyst class is: 4.